From a dataset of Full USPTO retrosynthesis dataset with 1.9M reactions from patents (1976-2016). Predict the reactants needed to synthesize the given product. (1) The reactants are: [CH3:1][O:2][C:3]1[CH:12]=[CH:11][CH:10]=[C:9]2[C:4]=1[CH:5]=[CH:6][C:7](Cl)=[N:8]2.[CH3:14][O:15][C:16]1[CH:23]=[CH:22][CH:21]=[CH:20][C:17]=1[CH2:18][NH2:19]. Given the product [CH3:14][O:15][C:16]1[CH:23]=[CH:22][CH:21]=[CH:20][C:17]=1[CH2:18][NH:19][C:7]1[CH:6]=[CH:5][C:4]2[C:9](=[CH:10][CH:11]=[CH:12][C:3]=2[O:2][CH3:1])[N:8]=1, predict the reactants needed to synthesize it. (2) Given the product [O:29]=[C:19]1[C:27]2[C:22](=[CH:23][CH:24]=[CH:25][CH:26]=2)[C:21](=[O:28])[N:20]1[CH2:6][CH2:7][C:8]1([NH:11][C:12](=[O:13])[O:14][C:15]([CH3:18])([CH3:17])[CH3:16])[CH2:10][CH2:9]1, predict the reactants needed to synthesize it. The reactants are: CS(O[CH2:6][CH2:7][C:8]1([NH:11][C:12]([O:14][C:15]([CH3:18])([CH3:17])[CH3:16])=[O:13])[CH2:10][CH2:9]1)(=O)=O.[C:19]1(=[O:29])[C:27]2[C:22](=[CH:23][CH:24]=[CH:25][CH:26]=2)[C:21](=[O:28])[NH:20]1.[K].